Dataset: Forward reaction prediction with 1.9M reactions from USPTO patents (1976-2016). Task: Predict the product of the given reaction. (1) Given the reactants [Cl:1][CH2:2][CH2:3][O:4][CH2:5][N:6]([C:22](=[O:31])[C:23]1[C:28]([F:29])=[CH:27][CH:26]=[CH:25][C:24]=1[F:30])[C:7]([NH:9][C:10]1[CH:15]=[CH:14][C:13]([S:16][C:17]([F:20])([F:19])[F:18])=[CH:12][C:11]=1[F:21])=[O:8].CI.[H-].[Na+].[C:36](OCC)(=O)C, predict the reaction product. The product is: [Cl:1][CH2:2][CH2:3][O:4][CH2:5][N:6]([C:22](=[O:31])[C:23]1[C:24]([F:30])=[CH:25][CH:26]=[CH:27][C:28]=1[F:29])[C:7]([N:9]([C:10]1[CH:15]=[CH:14][C:13]([S:16][C:17]([F:20])([F:18])[F:19])=[CH:12][C:11]=1[F:21])[CH3:36])=[O:8]. (2) Given the reactants F[C:2]1[CH:9]=[CH:8][C:5]([C:6]#[N:7])=[C:4]([C:10]([F:13])([F:12])[F:11])[CH:3]=1.[CH2:14]([NH2:17])[CH:15]=[CH2:16], predict the reaction product. The product is: [CH2:14]([NH:17][C:2]1[CH:9]=[CH:8][C:5]([C:6]#[N:7])=[C:4]([C:10]([F:13])([F:12])[F:11])[CH:3]=1)[CH:15]=[CH2:16]. (3) Given the reactants C(Cl)Cl.[Br:4][C:5]1[CH:10]=[CH:9][C:8]([CH2:11]Br)=[C:7]([Cl:13])[CH:6]=1.[C-:14]#[N:15].[Na+], predict the reaction product. The product is: [Br:4][C:5]1[CH:10]=[CH:9][C:8]([CH2:11][C:14]#[N:15])=[C:7]([Cl:13])[CH:6]=1. (4) The product is: [F:19][C:18]([F:21])([F:20])[O:17][C:13]1[CH:12]=[C:11]([C:8]2[N:6]3[N:7]=[C:2]([NH:22][CH:23]([CH2:26][CH3:27])[CH2:24][OH:25])[CH:3]=[CH:4][C:5]3=[N:10][CH:9]=2)[CH:16]=[CH:15][CH:14]=1. Given the reactants Cl[C:2]1[CH:3]=[CH:4][C:5]2[N:6]([C:8]([C:11]3[CH:16]=[CH:15][CH:14]=[C:13]([O:17][C:18]([F:21])([F:20])[F:19])[CH:12]=3)=[CH:9][N:10]=2)[N:7]=1.[NH2:22][CH:23]([CH2:26][CH3:27])[CH2:24][OH:25].CC([O-])(C)C.[Na+], predict the reaction product. (5) Given the reactants [Br:1][C:2]1[C:10]([O:11][CH:12]([F:14])[F:13])=[C:9]([Br:15])[CH:8]=[CH:7][C:3]=1[C:4]([NH2:6])=[O:5].[C:16](Cl)(=[O:20])C(Cl)=O.[CH:22]1([NH2:25])[CH2:24][CH2:23]1, predict the reaction product. The product is: [CH:22]1([NH:25][C:16]([NH:6][C:4](=[O:5])[C:3]2[CH:7]=[CH:8][C:9]([Br:15])=[C:10]([O:11][CH:12]([F:13])[F:14])[C:2]=2[Br:1])=[O:20])[CH2:24][CH2:23]1. (6) Given the reactants C(=O)([O-])[O-].[Cs+].[Cs+].[Br:7][C:8]1[CH:16]=[C:15]2[C:11]([CH2:12][C:13](=[O:24])[N:14]2C(OC(C)(C)C)=O)=[CH:10][CH:9]=1.I[CH2:26][CH2:27][N:28]([CH2:33][CH2:34]I)[S:29]([CH3:32])(=[O:31])=[O:30].C(O)(=O)C, predict the reaction product. The product is: [Br:7][C:8]1[CH:16]=[C:15]2[NH:14][C:13](=[O:24])[C:12]3([CH2:34][CH2:33][N:28]([S:29]([CH3:32])(=[O:31])=[O:30])[CH2:27][CH2:26]3)[C:11]2=[CH:10][CH:9]=1. (7) Given the reactants [C:1](OC(=O)C)(=[O:3])C.[CH:8]1([NH:11][C:12]([NH:14][C:15]2[CH:20]=[CH:19][C:18]([O:21][C:22]3[CH:27]=[CH:26][N:25]=[C:24]4[CH:28]=[C:29]([C:31]5[CH:36]=[CH:35][C:34]([CH2:37][NH:38][CH2:39][CH2:40][O:41][CH3:42])=[CH:33][N:32]=5)[S:30][C:23]=34)=[C:17]([F:43])[CH:16]=2)=[O:13])[CH2:10][CH2:9]1.CO.C(Cl)Cl, predict the reaction product. The product is: [CH:8]1([NH:11][C:12](=[O:13])[NH:14][C:15]2[CH:20]=[CH:19][C:18]([O:21][C:22]3[CH:27]=[CH:26][N:25]=[C:24]4[CH:28]=[C:29]([C:31]5[N:32]=[CH:33][C:34]([CH2:37][N:38]([CH2:39][CH2:40][O:41][CH3:42])[CH:1]=[O:3])=[CH:35][CH:36]=5)[S:30][C:23]=34)=[C:17]([F:43])[CH:16]=2)[CH2:10][CH2:9]1. (8) Given the reactants [Br:1][C:2]1[C:11]2[C:6]3=[C:7]([C:12]([O:14][C:15](=[O:16])[C:5]3=[CH:4][CH:3]=1)=O)[CH:8]=[CH:9][CH:10]=2.[CH2:17]([CH:24]([NH2:32])[CH2:25][CH2:26][CH2:27][CH2:28][CH2:29][CH2:30][CH3:31])[CH2:18][CH2:19][CH2:20][CH2:21][CH2:22][CH3:23], predict the reaction product. The product is: [CH2:17]([CH:24]([N:32]1[C:12](=[O:14])[C:7]2=[C:6]3[C:11](=[CH:10][CH:9]=[CH:8]2)[C:2]([Br:1])=[CH:3][CH:4]=[C:5]3[C:15]1=[O:16])[CH2:25][CH2:26][CH2:27][CH2:28][CH2:29][CH2:30][CH3:31])[CH2:18][CH2:19][CH2:20][CH2:21][CH2:22][CH3:23]. (9) Given the reactants [NH2:1][C:2]([C:4]1[CH:9]=[C:8]([C:10]([NH:12][CH2:13][C:14]([CH3:17])([CH3:16])[CH3:15])=[O:11])[CH:7]=[CH:6][C:5]=1[C:18]1[C:23]([CH3:24])=[C:22]([F:25])[CH:21]=[C:20]([C:26]([OH:28])=O)[CH:19]=1)=[O:3].CN(C(ON1N=NC2C=CC=CC1=2)=[N+](C)C)C.F[P-](F)(F)(F)(F)F.CCN(CC)CC.[F:60][C:61]1[CH:66]=[CH:65][C:64]([CH2:67][NH2:68])=[CH:63][CH:62]=1, predict the reaction product. The product is: [CH3:17][C:14]([CH3:16])([CH3:15])[CH2:13][NH:12][C:10]([C:8]1[CH:9]=[C:4]([C:2]([NH2:1])=[O:3])[C:5]([C:18]2[C:23]([CH3:24])=[C:22]([F:25])[CH:21]=[C:20]([C:26]([NH:68][CH2:67][C:64]3[CH:65]=[CH:66][C:61]([F:60])=[CH:62][CH:63]=3)=[O:28])[CH:19]=2)=[CH:6][CH:7]=1)=[O:11].